From a dataset of Human liver microsome stability data. Regression/Classification. Given a drug SMILES string, predict its absorption, distribution, metabolism, or excretion properties. Task type varies by dataset: regression for continuous measurements (e.g., permeability, clearance, half-life) or binary classification for categorical outcomes (e.g., BBB penetration, CYP inhibition). Dataset: hlm. (1) The drug is C[C@@H]1CN(c2ccc(C(N)=O)cc2C(F)(F)F)CCN1S(=O)(=O)c1ccc([C@](C)(O)C(F)(F)F)s1. The result is 1 (stable in human liver microsomes). (2) The compound is O=C(NOCCO)c1cc(CN2OCCC2=O)c(F)c(F)c1Nc1ccc(I)cc1F. The result is 0 (unstable in human liver microsomes).